Dataset: Forward reaction prediction with 1.9M reactions from USPTO patents (1976-2016). Task: Predict the product of the given reaction. Given the reactants [Cl:1][C:2]1[CH:3]=[C:4]([N:9]2[C:17]3[CH2:16][CH2:15][CH2:14][C:13](=[CH:18][C:19]([O:21][CH2:22][CH3:23])=[O:20])[C:12]=3[CH:11]=[N:10]2)[CH:5]=[CH:6][C:7]=1[Cl:8], predict the reaction product. The product is: [Cl:1][C:2]1[CH:3]=[C:4]([N:9]2[C:17]3[CH2:16][CH2:15][CH2:14][CH:13]([CH2:18][C:19]([O:21][CH2:22][CH3:23])=[O:20])[C:12]=3[CH:11]=[N:10]2)[CH:5]=[CH:6][C:7]=1[Cl:8].